This data is from Full USPTO retrosynthesis dataset with 1.9M reactions from patents (1976-2016). The task is: Predict the reactants needed to synthesize the given product. (1) Given the product [Br:11][C:12]1[N:13]([C:2]2[CH:7]=[CH:6][C:5]([N+:8]([O-:10])=[O:9])=[CH:4][CH:3]=2)[CH:14]=[CH:15][N:16]=1, predict the reactants needed to synthesize it. The reactants are: F[C:2]1[CH:7]=[CH:6][C:5]([N+:8]([O-:10])=[O:9])=[CH:4][CH:3]=1.[Br:11][C:12]1[NH:13][CH:14]=[CH:15][N:16]=1.C(=O)([O-])[O-].[K+].[K+]. (2) Given the product [Br:1][C:2]1[CH:7]=[CH:6][C:5]([CH2:8][C@H:9]([NH:12][C:13](=[O:19])[O:14][C:15]([CH3:18])([CH3:17])[CH3:16])[CH2:10][N:43]2[C:39](=[O:49])[C:40]3[C:41](=[CH:45][CH:46]=[CH:47][CH:48]=3)[C:42]2=[O:44])=[CH:4][CH:3]=1, predict the reactants needed to synthesize it. The reactants are: [Br:1][C:2]1[CH:7]=[CH:6][C:5]([CH2:8][C@H:9]([NH:12][C:13](=[O:19])[O:14][C:15]([CH3:18])([CH3:17])[CH3:16])[CH2:10]O)=[CH:4][CH:3]=1.C1(P(C2C=CC=CC=2)C2C=CC=CC=2)C=CC=CC=1.[C:39]1(=[O:49])[NH:43][C:42](=[O:44])[C:41]2=[CH:45][CH:46]=[CH:47][CH:48]=[C:40]12.N(C(OC(C)C)=O)=NC(OC(C)C)=O.